This data is from Reaction yield outcomes from USPTO patents with 853,638 reactions. The task is: Predict the reaction yield, written as a fraction of the theoretical maximum amount of product (1.0 means a 100% yield; for example, 0.34 means a 34% yield). (1) The reactants are [C:1]([C:5]1[CH:13]=[CH:12][C:8]([C:9](Cl)=[O:10])=[CH:7][CH:6]=1)([CH3:4])([CH3:3])[CH3:2].[NH2:14][C:15]1[CH:31]=[CH:30][C:29]([CH3:32])=[CH:28][C:16]=1[C:17]([NH:19][C:20]1[CH:25]=[CH:24][C:23]([O:26][CH3:27])=[CH:22][CH:21]=1)=[O:18]. No catalyst specified. The product is [C:1]([C:5]1[CH:13]=[CH:12][C:8]([C:9]([NH:14][C:15]2[CH:31]=[CH:30][C:29]([CH3:32])=[CH:28][C:16]=2[C:17]([NH:19][C:20]2[CH:21]=[CH:22][C:23]([O:26][CH3:27])=[CH:24][CH:25]=2)=[O:18])=[O:10])=[CH:7][CH:6]=1)([CH3:4])([CH3:3])[CH3:2]. The yield is 0.470. (2) The reactants are [CH3:1][O:2][CH2:3][CH2:4][N:5]1[C:9]([CH3:10])=[C:8]([CH3:11])[S:7][C:6]1=[NH:12].CCN(CC)CC.[N:20]1[C:29]2[C:24](=[CH:25][CH:26]=[CH:27][CH:28]=2)[C:23]([C:30](Cl)=[O:31])=[CH:22][CH:21]=1. The catalyst is C1COCC1. The product is [CH3:1][O:2][CH2:3][CH2:4][N:5]1[C:9]([CH3:10])=[C:8]([CH3:11])[S:7]/[C:6]/1=[N:12]\[C:30]([C:23]1[C:24]2[C:29](=[CH:28][CH:27]=[CH:26][CH:25]=2)[N:20]=[CH:21][CH:22]=1)=[O:31]. The yield is 0.330. (3) The reactants are [CH3:1][O:2][C:3]([C:5]1[S:9][C:8]([N:10]2[CH2:15][CH2:14][NH:13][CH2:12][CH2:11]2)=[N:7][CH:6]=1)=[O:4].[F:16][C:17]([F:29])([F:28])[C:18]1[CH:23]=[CH:22][C:21]([S:24](Cl)(=[O:26])=[O:25])=[CH:20][CH:19]=1.C(N(CC)CC)C.O. The catalyst is ClCCl. The product is [CH3:1][O:2][C:3]([C:5]1[S:9][C:8]([N:10]2[CH2:11][CH2:12][N:13]([S:24]([C:21]3[CH:20]=[CH:19][C:18]([C:17]([F:16])([F:28])[F:29])=[CH:23][CH:22]=3)(=[O:26])=[O:25])[CH2:14][CH2:15]2)=[N:7][CH:6]=1)=[O:4]. The yield is 0.869. (4) The reactants are [Br:1][C:2]1[N:3]=[C:4]([CH:22]2[CH2:24][CH2:23]2)[N:5]([CH2:14][O:15][CH2:16][CH2:17][Si:18]([CH3:21])([CH3:20])[CH3:19])[C:6]=1[C:7]1[CH:12]=[CH:11][N:10]=[C:9](Cl)[N:8]=1.[NH4+:25].[OH-]. The catalyst is O1CCOCC1.O. The product is [Br:1][C:2]1[N:3]=[C:4]([CH:22]2[CH2:24][CH2:23]2)[N:5]([CH2:14][O:15][CH2:16][CH2:17][Si:18]([CH3:21])([CH3:20])[CH3:19])[C:6]=1[C:7]1[CH:12]=[CH:11][N:10]=[C:9]([NH2:25])[N:8]=1. The yield is 0.910. (5) The reactants are [Cl:1][C:2]1[CH:7]=[CH:6][C:5]([C:8]2[CH:13]=[CH:12][C:11]([S:14]([NH:17][C@@:18]3([C:27]([OH:29])=[O:28])[CH2:20][C@@H:19]3[C:21]3[CH:26]=[CH:25][CH:24]=[CH:23][CH:22]=3)(=[O:16])=[O:15])=[CH:10][CH:9]=2)=[CH:4][CH:3]=1.S(Cl)(Cl)=O.[CH2:34](O)[CH3:35]. No catalyst specified. The product is [CH2:34]([O:28][C:27]([C@:18]1([NH:17][S:14]([C:11]2[CH:10]=[CH:9][C:8]([C:5]3[CH:4]=[CH:3][C:2]([Cl:1])=[CH:7][CH:6]=3)=[CH:13][CH:12]=2)(=[O:16])=[O:15])[CH2:20][C@@H:19]1[C:21]1[CH:26]=[CH:25][CH:24]=[CH:23][CH:22]=1)=[O:29])[CH3:35]. The yield is 0.910. (6) The reactants are [Cl:1][C:2]1[C:3]2[N:4]([C:8]([C:11]3([OH:21])[CH2:19][CH2:18][CH2:17][C:16]4[N:15]([CH3:20])[N:14]=[CH:13][C:12]3=4)=[N:9][CH:10]=2)[CH:5]=[CH:6][N:7]=1.C1C(=O)N([Br:29])C(=O)C1. The catalyst is CN(C=O)C.O. The product is [Br:29][C:10]1[N:9]=[C:8]([C:11]2([OH:21])[CH2:19][CH2:18][CH2:17][C:16]3[N:15]([CH3:20])[N:14]=[CH:13][C:12]2=3)[N:4]2[CH:5]=[CH:6][N:7]=[C:2]([Cl:1])[C:3]=12. The yield is 0.680. (7) The reactants are [Br:1][C:2]1[CH:3]=[C:4]([CH:8]=[C:9]([Br:11])[CH:10]=1)[C:5]([OH:7])=O.[CH3:12][C:13](=[CH:24][C:25]1[CH:30]=[CH:29][CH:28]=[CH:27][CH:26]=1)[CH2:14][NH:15][CH2:16][CH2:17][CH:18]1[CH2:22][CH2:21][CH2:20][N:19]1[CH3:23].Cl.C(N=C=NCCCN(C)C)C.ON1C2C=CC=CC=2N=N1.C(O)(C(F)(F)F)=O. The catalyst is C(#N)C.C(N(CC)CC)C. The product is [Br:11][C:9]1[CH:8]=[C:4]([CH:3]=[C:2]([Br:1])[CH:10]=1)[C:5]([N:15]([CH2:14][C:13]([CH3:12])=[CH:24][C:25]1[CH:26]=[CH:27][CH:28]=[CH:29][CH:30]=1)[CH2:16][CH2:17][CH:18]1[CH2:22][CH2:21][CH2:20][N:19]1[CH3:23])=[O:7]. The yield is 0.630. (8) The reactants are [OH:1][CH2:2][CH:3]1[NH:8][CH2:7][CH2:6][N:5]([C:9]([O:11][C:12]([CH3:15])([CH3:14])[CH3:13])=[O:10])[CH2:4]1.[Cl:16][C:17]1[CH:22]=[CH:21][CH:20]=[CH:19][C:18]=1[N:23]=[C:24]=[O:25]. The catalyst is O1CCCC1. The product is [Cl:16][C:17]1[CH:22]=[CH:21][CH:20]=[CH:19][C:18]=1[NH:23][C:24]([N:8]1[CH2:7][CH2:6][N:5]([C:9]([O:11][C:12]([CH3:15])([CH3:14])[CH3:13])=[O:10])[CH2:4][CH:3]1[CH2:2][OH:1])=[O:25]. The yield is 0.874.